This data is from Reaction yield outcomes from USPTO patents with 853,638 reactions. The task is: Predict the reaction yield, written as a fraction of the theoretical maximum amount of product (1.0 means a 100% yield; for example, 0.34 means a 34% yield). (1) The reactants are [C:1]([O-:4])(=[S:3])[CH3:2].[K+].CS(O[C@H:11]1[CH2:15][N:14]([CH3:16])[C@H:13]([C:17]([O:19][CH3:20])=[O:18])[CH2:12]1)(=O)=O.C(OCC)(=O)C.[Cl-].[Na+]. The catalyst is C(O)C.O. The product is [C:1]([S:3][C@@H:11]1[CH2:15][N:14]([CH3:16])[C@H:13]([C:17]([O:19][CH3:20])=[O:18])[CH2:12]1)(=[O:4])[CH3:2]. The yield is 0.970. (2) The reactants are [CH:1]([C:3]1[C:8]([C:9]2[C:10]([CH:18]=[O:19])=[CH:11][C:12]3[O:16][CH2:15][O:14][C:13]=3[CH:17]=2)=[C:7]([O:20][CH3:21])[C:6]([O:22][CH3:23])=[C:5]([O:24][CH3:25])[CH:4]=1)=[O:2].[BH4-].[Na+].O.C(OCC)(=O)C. The catalyst is CO. The product is [OH:2][CH2:1][C:3]1[C:8]([C:9]2[C:10]([CH2:18][OH:19])=[CH:11][C:12]3[O:16][CH2:15][O:14][C:13]=3[CH:17]=2)=[C:7]([O:20][CH3:21])[C:6]([O:22][CH3:23])=[C:5]([O:24][CH3:25])[CH:4]=1. The yield is 0.860. (3) The reactants are [CH3:1][O:2][C:3]([NH:5][C@H:6]([C:11]([N:13]1[C@@H:17]([CH3:18])[CH2:16][CH2:15][C@H:14]1[C:19]1[NH:20][C:21]([C:24]2[CH:29]=[C:28]3[CH2:30][O:31][C:32]4[CH:59]=[C:58]5[C:35]([CH:36]=[CH:37][C:38]6[N:42]=[C:41]([C@@H:43]7[CH2:47][C@H:46]([CH2:48][O:49][CH3:50])[CH2:45][N:44]7C(OC(C)(C)C)=O)[NH:40][C:39]=65)=[CH:34][C:33]=4[C:27]3=[CH:26][CH:25]=2)=[CH:22][N:23]=1)=[O:12])[C@H:7]([CH2:9][CH3:10])[CH3:8])=[O:4].Cl.[CH3:61][O:62][C:63]([NH:65][C@@H:66]([CH:70]([CH3:72])[CH3:71])[C:67](O)=[O:68])=[O:64].CN(C(ON1N=NC2C=CC=NC1=2)=[N+](C)C)C.F[P-](F)(F)(F)(F)F.CCN(C(C)C)C(C)C. The catalyst is C(Cl)Cl.CO.CN(C=O)C.[Li+].[OH-]. The product is [CH3:1][O:2][C:3]([NH:5][C@@H:6]([C@@H:7]([CH3:8])[CH2:9][CH3:10])[C:11]([N:13]1[C@@H:17]([CH3:18])[CH2:16][CH2:15][C@H:14]1[C:19]1[NH:20][C:21]([C:24]2[CH:29]=[C:28]3[CH2:30][O:31][C:32]4[CH:59]=[C:58]5[C:35]([CH:36]=[CH:37][C:38]6[N:42]=[C:41]([C@@H:43]7[CH2:47][C@H:46]([CH2:48][O:49][CH3:50])[CH2:45][N:44]7[C:67](=[O:68])[C@@H:66]([NH:65][C:63](=[O:64])[O:62][CH3:61])[CH:70]([CH3:72])[CH3:71])[NH:40][C:39]=65)=[CH:34][C:33]=4[C:27]3=[CH:26][CH:25]=2)=[CH:22][N:23]=1)=[O:12])=[O:4]. The yield is 0.380. (4) The reactants are [Cl-].O[NH3+:3].[C:4](=[O:7])([O-])[OH:5].[Na+].CS(C)=O.[CH2:13]([C:17]1[N:18]=[C:19]([CH3:49])[N:20]([C:39]2[CH:48]=[CH:47][C:46]3[C:41](=[CH:42][CH:43]=[CH:44][CH:45]=3)[CH:40]=2)[C:21](=[O:38])[C:22]=1[CH2:23][C:24]1[CH:29]=[CH:28][C:27]([C:30]2[C:31]([C:36]#[N:37])=[CH:32][CH:33]=[CH:34][CH:35]=2)=[CH:26][CH:25]=1)[CH2:14][CH2:15][CH3:16]. The catalyst is O.C(OCC)(=O)C. The product is [CH2:13]([C:17]1[N:18]=[C:19]([CH3:49])[N:20]([C:39]2[CH:48]=[CH:47][C:46]3[C:41](=[CH:42][CH:43]=[CH:44][CH:45]=3)[CH:40]=2)[C:21](=[O:38])[C:22]=1[CH2:23][C:24]1[CH:25]=[CH:26][C:27]([C:30]2[CH:35]=[CH:34][CH:33]=[CH:32][C:31]=2[C:36]2[NH:3][C:4](=[O:7])[O:5][N:37]=2)=[CH:28][CH:29]=1)[CH2:14][CH2:15][CH3:16]. The yield is 0.700. (5) The reactants are [CH3:1][C@H:2]1[NH:7][CH2:6][CH2:5][N:4]([C:8]2[CH:9]=[CH:10][C:11]([C:14]#[N:15])=[N:12][CH:13]=2)[CH2:3]1.[C:16]([C:19]1[CH:20]=[C:21]([S:25](Cl)(=[O:27])=[O:26])[CH:22]=[CH:23][CH:24]=1)(=[O:18])[CH3:17].C(N(C(C)C)CC)(C)C. The catalyst is ClCCl. The product is [C:16]([C:19]1[CH:20]=[C:21]([S:25]([N:7]2[CH2:6][CH2:5][N:4]([C:8]3[CH:9]=[CH:10][C:11]([C:14]#[N:15])=[N:12][CH:13]=3)[CH2:3][C@H:2]2[CH3:1])(=[O:27])=[O:26])[CH:22]=[CH:23][CH:24]=1)(=[O:18])[CH3:17]. The yield is 0.803. (6) The reactants are C([Sn](CCCC)(CCCC)[C:6]1[CH:11]=[CH:10][CH:9]=[CH:8][N:7]=1)CCC.[F:20][C:21]([F:47])([F:46])[C:22]1[CH:23]=[C:24]([NH:32][C:33](=[O:45])[C:34]2[CH:39]=[C:38](I)[CH:37]=[CH:36][C:35]=2[O:41][CH2:42][O:43][CH3:44])[CH:25]=[C:26]([C:28]([F:31])([F:30])[F:29])[CH:27]=1.O. The catalyst is CN(C)C=O.Cl[Pd](Cl)([P](C1C=CC=CC=1)(C1C=CC=CC=1)C1C=CC=CC=1)[P](C1C=CC=CC=1)(C1C=CC=CC=1)C1C=CC=CC=1. The product is [F:20][C:21]([F:46])([F:47])[C:22]1[CH:23]=[C:24]([NH:32][C:33](=[O:45])[C:34]2[CH:39]=[C:38]([C:6]3[CH:11]=[CH:10][CH:9]=[CH:8][N:7]=3)[CH:37]=[CH:36][C:35]=2[O:41][CH2:42][O:43][CH3:44])[CH:25]=[C:26]([C:28]([F:30])([F:31])[F:29])[CH:27]=1. The yield is 0.208. (7) The reactants are [CH2:1]([NH:8][C:9]1[CH:14]=[CH:13][C:12]([O:15][CH2:16][C:17]#[CH:18])=[CH:11][C:10]=1[C:19]([C:21]1[CH:26]=[CH:25][C:24]([CH:27]([CH3:29])[CH3:28])=[CH:23][CH:22]=1)=O)[C:2]1[CH:7]=[CH:6][CH:5]=[CH:4][CH:3]=1.[S-:30][C:31]#[N:32].[K+]. The catalyst is C(O)(=O)C. The product is [CH2:1]([N:8]1[C:9]2[C:10](=[CH:11][C:12]([O:15][CH2:16][C:17]#[CH:18])=[CH:13][CH:14]=2)[C:19]([C:21]2[CH:26]=[CH:25][C:24]([CH:27]([CH3:29])[CH3:28])=[CH:23][CH:22]=2)=[N:32][C:31]1=[S:30])[C:2]1[CH:7]=[CH:6][CH:5]=[CH:4][CH:3]=1. The yield is 0.160. (8) The reactants are [CH2:1]([N:8]1[C:12]([C:13]2[CH:18]=[CH:17][C:16]([C:19]([CH3:22])([CH3:21])[CH3:20])=[CH:15][CH:14]=2)=[C:11]([OH:23])[C:10]([C:24](=[N:26][NH:27][C:28]([C:30]2[CH:39]=[CH:38][C:33]([C:34]([O:36]C)=[O:35])=[CH:32][CH:31]=2)=[O:29])[CH3:25])=[N:9]1)[C:2]1[CH:7]=[CH:6][CH:5]=[CH:4][CH:3]=1.CO.[OH-].[Na+].Cl. The catalyst is O. The product is [CH2:1]([N:8]1[C:12]([C:13]2[CH:14]=[CH:15][C:16]([C:19]([CH3:22])([CH3:20])[CH3:21])=[CH:17][CH:18]=2)=[C:11]([OH:23])[C:10]([C:24](=[N:26][NH:27][C:28]([C:30]2[CH:39]=[CH:38][C:33]([C:34]([OH:36])=[O:35])=[CH:32][CH:31]=2)=[O:29])[CH3:25])=[N:9]1)[C:2]1[CH:3]=[CH:4][CH:5]=[CH:6][CH:7]=1. The yield is 0.690.